From a dataset of Experimentally validated miRNA-target interactions with 360,000+ pairs, plus equal number of negative samples. Binary Classification. Given a miRNA mature sequence and a target amino acid sequence, predict their likelihood of interaction. (1) The miRNA is hsa-miR-10a-3p with sequence CAAAUUCGUAUCUAGGGGAAUA. The protein sequence of the target gene is MGSVSSLISGHSFHSKHCRASQYKLRKSSHLKKLNRYSDGLLRFGFSQDSGHGKSSSKMGKSEDFFYIKVSQKARGSHHPDYTALSSGDLGGQAGVDFDPSTPPKLMPFSNQLEMGSEKGAVRPTAFKPVLPRSGAILHSSPESASHQLHPAPPDKPKEQELKPGLCSGALSDSGRNSMSSLPTHSTSSSYQLDPLVTPVGPTSRFGGSAHNITQGIVLQDSNMMSLKALSFSDGGSKLGHSNKADKGPSCVRSPISTDECSIQELEQKLLEREGALQKLQRSFEEKELASSLAYEERPR.... Result: 0 (no interaction). (2) The miRNA is mmu-miR-1905 with sequence CACCAGUCCCACCACGCGGUAG. The protein sequence of the target gene is MLPFILFSTLLSPILTESEKQQWFCNSSDAIISYSYCDHLKFPISISSEPCIRLRGTNGFVHVEFIPRGNLKYLYFNLFISVNSIELPKRKEVLCHGHDDDYSFCRALKGETVNTSIPFSFEGILFPKGHYRCVAEAIAGDTEEKLFCLNFTIIHRRDVN. Result: 0 (no interaction). (3) The miRNA is cel-miR-252-5p with sequence AUAAGUAGUAGUGCCGCAGGUAA. The protein sequence of the target gene is MAELQEVQITEEKPLLPGQTPETAKEAELAARILLDQGQTHSVETPYGSVTFTVYGTPKPKRPAIFTYHDVGLNYKSCFQPLFRFGDMQEIIQNFVRVHVDAPGMEEGAPVFPLGYQYPSLDQLADMIPCILQYLNFSTIIGVGVGAGAYILSRYALNHPDTVEGLVLINIDPNAKGWMDWAAHKLTGLTSSIPDMILGHLFSQEELSGNSELIQKYRGIIQHAPNLENIELYWNSYNNRRDLNFERGGETTLKCPVMLVVGDQAPHEDAVVECNSKLDPTQTSFLKMADSGGQPQLTQP.... Result: 0 (no interaction). (4) The miRNA is hsa-miR-517c-3p with sequence AUCGUGCAUCCUUUUAGAGUGU. The protein sequence of the target gene is MTPLLTLILVVLMGLPLAQALDCHVCAYNGDNCFNPMRCPAMVAYCMTTRTYYTPTRMKVSKSCVPRCFETVYDGYSKHASTTSCCQYDLCNGTGLATPATLALAPILLATLWGLL. Result: 0 (no interaction). (5) The miRNA is hsa-miR-6785-5p with sequence UGGGAGGGCGUGGAUGAUGGUG. The protein sequence of the target gene is MSAIFNFQSLLTVILLLICTCAYIRSLAPSLLDRNKTGLLGIFWKCARIGERKSPYVAVCCIVMAFSILFIQ. Result: 1 (interaction). (6) The miRNA is hsa-miR-942-3p with sequence CACAUGGCCGAAACAGAGAAGU. The protein sequence of the target gene is MSVKWTSVILLIQLSFCFSSGNCGKVLVWAAEYSHWMNIKTILDELIQRGHEVTVLASSASILFDPNNSSALKIEIYPTSLTKTELENFIMQQIKRWSDLPKDTFWLYFSQVQEIMSIFGDITRKFCKDVVSNKKFMKKVQESRFDVIFADAIFPCSELLAELFNIPFVYSLSFSPGYTFEKHSGGFIFPPSYVPVVMSELTDQMTFMERVKNMIYVLYFDFWFEIFDMKKWDQFYSEVLGRPTTLSETMGKADVWLIRNSWNFQFPYPLLPNVDFVGGLHCKPAKPLPKEMEDFVQSSG.... Result: 0 (no interaction). (7) The protein sequence of the target gene is MALEMRLPKARKPLSESLGRDSKKHLVVPGDTITTDTGFMRGHGTYMGEEKLIASVAGSVERVNKLICVKALKTRYNGEVGDIVVGRITEVQQKRWKVETNSRLDSVLLLSSMNLPGGELRRRSAEDELAMRGFLQEGDLISAEVQAVFSDGAVSLHTRSLKYGKLGQGVLVQVSPSLVKRQKTHFHDLPCGASVILGNNGFIWIYPTPEHKDEDAGGFIANLEPVALSDREVISRLRNCVVLLVTQRMMLFDTSILYCYEASLAHQIKDILKPEVMEEIMLETRQRLLDQEG. The miRNA is hsa-miR-3191-3p with sequence UGGGGACGUAGCUGGCCAGACAG. Result: 0 (no interaction). (8) The miRNA is hsa-miR-1539 with sequence UCCUGCGCGUCCCAGAUGCCC. The protein sequence of the target gene is MQSDDVIWDTLGNKQFCSFKIRTKTQSFCRNEYSLTGLCNRSSCPLANSQYATIKEEKGQCYLYMKVIERAAFPRRLWERVRLSKNYEKALEQIDENLIYWPRFIRHKCKQRFTKITQYLIRIRKLTLKRQRKLVPLSKKVERREKRREEKALIAAQLDNAIEKELLERLKQDTYGDIYNFPIHAFDKALEQQEAESDSSDTEEKDDDDDDEEDVGKREFVEDGEVDESDISDFEDMDKLDASSDEDQDGKSSSEEEEEKALSAKHKGKMPLRGPLQRKRAYVEIEYEQETEPVAKAKTT.... Result: 0 (no interaction). (9) The miRNA is hsa-miR-34c-3p with sequence AAUCACUAACCACACGGCCAGG. The protein sequence of the target gene is MKDNDIKRLLYTHLLCIFSIILSVFIPSLFLENFSILETHLTWLCICSGFVTAVNLVLYLVVKPNTSSKRSSLSHKVTGFLKCCIYFLMSCFSFHVIFVLYGAPLIELALETFLFAVILSTFTTVPCLCLLGPNLKAWLRVFSRNGVTSIWENSLQITTISSFVGAWLGALPIPLDWERPWQVWPISCTLGATFGYVAGLVISPLWIYWNRKQLTYKNN. Result: 0 (no interaction).